Dataset: Full USPTO retrosynthesis dataset with 1.9M reactions from patents (1976-2016). Task: Predict the reactants needed to synthesize the given product. Given the product [CH3:10][C:3]1[CH:4]=[C:5]([CH:8]=[CH:9][C:2]=1[N:21]1[C:22]2=[N:23][CH:24]=[CH:25][C:26]([C:28]3[CH:29]=[N:30][C:31]4[C:36]([CH:37]=3)=[CH:35][CH:34]=[CH:33][CH:32]=4)=[C:27]2[C:19]([C:18]([F:17])([F:39])[F:38])=[N:20]1)[C:6]#[N:7], predict the reactants needed to synthesize it. The reactants are: F[C:2]1[CH:9]=[CH:8][C:5]([C:6]#[N:7])=[CH:4][C:3]=1[CH3:10].C(=O)([O-])[O-].[Cs+].[Cs+].[F:17][C:18]([F:39])([F:38])[C:19]1[C:27]2[C:22](=[N:23][CH:24]=[CH:25][C:26]=2[C:28]2[CH:29]=[N:30][C:31]3[C:36]([CH:37]=2)=[CH:35][CH:34]=[CH:33][CH:32]=3)[NH:21][N:20]=1.O.